From a dataset of Reaction yield outcomes from USPTO patents with 853,638 reactions. Predict the reaction yield, written as a fraction of the theoretical maximum amount of product (1.0 means a 100% yield; for example, 0.34 means a 34% yield). The product is [Cl:1][C:2]1[CH:10]=[CH:9][C:8]2[N:7]([CH2:26][CH2:25][C:22]3[CH:21]=[N:20][C:19]([CH3:18])=[N:24][CH:23]=3)[C:6]3[CH2:11][CH2:12][N:13]([CH3:15])[CH2:14][C:5]=3[C:4]=2[CH:3]=1. The catalyst is CN1CCCC1=O.O. The reactants are [Cl:1][C:2]1[CH:10]=[CH:9][C:8]2[NH:7][C:6]3[CH2:11][CH2:12][N:13]([CH3:15])[CH2:14][C:5]=3[C:4]=2[CH:3]=1.[OH-].[K+].[CH3:18][C:19]1[N:24]=[CH:23][C:22]([CH:25]=[CH2:26])=[CH:21][N:20]=1. The yield is 0.130.